From a dataset of Full USPTO retrosynthesis dataset with 1.9M reactions from patents (1976-2016). Predict the reactants needed to synthesize the given product. (1) The reactants are: [NH2:1][C:2]1[N:3]=[CH:4][C:5]([C:8]2[CH:13]=[CH:12][C:11]([C:14]3[C:15]([S:20]([CH:23]4[CH2:27][CH2:26][N:25](C(OC(C)(C)C)=O)[CH2:24]4)(=[O:22])=[O:21])=[N:16][CH:17]=[CH:18][CH:19]=3)=[CH:10][C:9]=2[F:35])=[N:6][CH:7]=1.[ClH:36].CCO. Given the product [ClH:36].[F:35][C:9]1[CH:10]=[C:11]([C:14]2[C:15]([S:20]([CH:23]3[CH2:27][CH2:26][NH:25][CH2:24]3)(=[O:22])=[O:21])=[N:16][CH:17]=[CH:18][CH:19]=2)[CH:12]=[CH:13][C:8]=1[C:5]1[N:6]=[CH:7][C:2]([NH2:1])=[N:3][CH:4]=1, predict the reactants needed to synthesize it. (2) Given the product [CH3:57][N:56]([CH3:58])[C:55]([O:59][C:25]1[CH:24]=[CH:23][C:22]([C:21]#[N:20])=[CH:27][CH:26]=1)=[S:54], predict the reactants needed to synthesize it. The reactants are: C(OC(N1CCC2C([NH:20][CH2:21][C:22]3[CH:27]=[CH:26][C:25](SC(=O)N(C)C)=[CH:24][CH:23]=3)=C(Cl)C=CC=2CC1)=O)(C)(C)C.ClC1C=CC2CCNCCC=2C=1NCC1C=CC([S:54][C:55](=[O:59])[N:56]([CH3:58])[CH3:57])=CC=1.C(OC(OC(OC(C)(C)C)=O)=O)(C)(C)C.C(N(CC)CC)C. (3) Given the product [OH:1][C@@H:2]([C@H:4]1[C:35](=[O:36])[N:6]2[C:7]([C:22]([O:24][CH2:25][C:26]3[CH:31]=[CH:30][C:29]([N+:32]([O-:34])=[O:33])=[CH:28][CH:27]=3)=[O:23])=[C:8]([C:11]3[S:15][C:14]4=[C:16]([S:39]([CH3:43])(=[O:41])=[O:38])[N:17]=[C:18]([CH3:19])[N:13]4[CH:12]=3)[C@H:9]([CH3:10])[C@H:5]12)[CH3:3], predict the reactants needed to synthesize it. The reactants are: [OH:1][C@@H:2]([C@H:4]1[C:35](=[O:36])[N:6]2[C:7]([C:22]([O:24][CH2:25][C:26]3[CH:31]=[CH:30][C:29]([N+:32]([O-:34])=[O:33])=[CH:28][CH:27]=3)=[O:23])=[C:8]([C:11]3[S:15][C:14]4=[C:16](SC)[N:17]=[C:18]([CH3:19])[N:13]4[CH:12]=3)[C@H:9]([CH3:10])[C@H:5]12)[CH3:3].O[O:38][S:39]([O-:41])=O.[K+].[C:43](=O)([O-])O.[Na+]. (4) Given the product [Br:29][C:28]1[N:19]2[CH:20]=[N:21][C:22]([C:24]([F:25])([F:27])[F:26])=[CH:23][C:18]2=[N:17][C:16]=1[C:7]1[C:6]([S:3]([CH2:1][CH3:2])(=[O:4])=[O:5])=[CH:11][C:10]([C:12]([F:13])([F:14])[F:15])=[CH:9][N:8]=1, predict the reactants needed to synthesize it. The reactants are: [CH2:1]([S:3]([C:6]1[C:7]([C:16]2[N:17]=[C:18]3[CH:23]=[C:22]([C:24]([F:27])([F:26])[F:25])[N:21]=[CH:20][N:19]3[CH:28]=2)=[N:8][CH:9]=[C:10]([C:12]([F:15])([F:14])[F:13])[CH:11]=1)(=[O:5])=[O:4])[CH3:2].[Br:29]N1C(=O)CCC1=O. (5) Given the product [C:20]([O:24][C:25]([N:27]1[CH2:31][CH:30]([O:14][C:8]2[CH:9]=[C:10]([F:13])[CH:11]=[CH:12][C:7]=2[O:6][CH2:5][C:4]2[CH:15]=[CH:16][CH:17]=[C:2]([Cl:1])[CH:3]=2)[CH2:29]1)=[O:26])([CH3:21])([CH3:22])[CH3:23], predict the reactants needed to synthesize it. The reactants are: [Cl:1][C:2]1[CH:3]=[C:4]([CH:15]=[CH:16][CH:17]=1)[CH2:5][O:6][C:7]1[CH:12]=[CH:11][C:10]([F:13])=[CH:9][C:8]=1[OH:14].[H-].[Na+].[C:20]([O:24][C:25]([N:27]1[CH2:31][CH2:30][CH:29](OC2C=CC(Cl)=CC=2C=O)C1)=[O:26])([CH3:23])([CH3:22])[CH3:21].CCOC(C)=O. (6) Given the product [CH:1]1([CH:7]2[CH2:12][CH:11]([C:13]3[CH:18]=[CH:17][CH:16]=[CH:15][CH:14]=3)[CH2:10][CH2:9][NH:8]2)[CH2:2][CH2:3][CH2:4][CH2:5][CH2:6]1, predict the reactants needed to synthesize it. The reactants are: [CH:1]1([CH:7]2[CH2:12][C:11]([C:13]3[CH:18]=[CH:17][CH:16]=[CH:15][CH:14]=3)=[CH:10][CH2:9][N:8]2C(OCC2C=CC=CC=2)=O)[CH2:6][CH2:5][CH2:4][CH2:3][CH2:2]1. (7) The reactants are: [C:1]([C@H:3]1[CH2:7][N:6]([CH3:8])[CH2:5][C@@H:4]1[C:9]1[CH:18]=[CH:17][CH:16]=[C:15]([O:19][C:20]([F:23])([F:22])[F:21])[C:10]=1[C:11]([O:13][CH3:14])=[O:12])#[N:2].C(N1C[C@@H](C#N)[C@H](C2C=CC(Cl)=CC=2C(OC)=O)C1)C1C=CC=CC=1. Given the product [NH2:2][CH2:1][C@H:3]1[CH2:7][N:6]([CH3:8])[CH2:5][C@@H:4]1[C:9]1[CH:18]=[CH:17][CH:16]=[C:15]([O:19][C:20]([F:23])([F:21])[F:22])[C:10]=1[C:11]([O:13][CH3:14])=[O:12], predict the reactants needed to synthesize it. (8) Given the product [CH2:29]([O:36][C:37]1[CH:42]=[CH:41][C:40](/[CH:3]=[CH:2]/[CH2:1][C@H:4]([C:22]([O:24][C:25]([CH3:28])([CH3:27])[CH3:26])=[O:23])[CH2:5][C@@H:6]([C:15]([O:17][C:18]([CH3:21])([CH3:20])[CH3:19])=[O:16])[NH:7][C:8]([O:10][C:11]([CH3:14])([CH3:13])[CH3:12])=[O:9])=[CH:39][CH:38]=1)[C:30]1[CH:35]=[CH:34][CH:33]=[CH:32][CH:31]=1, predict the reactants needed to synthesize it. The reactants are: [CH2:1]([C@H:4]([C:22]([O:24][C:25]([CH3:28])([CH3:27])[CH3:26])=[O:23])[CH2:5][C@@H:6]([C:15]([O:17][C:18]([CH3:21])([CH3:20])[CH3:19])=[O:16])[NH:7][C:8]([O:10][C:11]([CH3:14])([CH3:13])[CH3:12])=[O:9])[CH:2]=[CH2:3].[CH2:29]([O:36][C:37]1[CH:42]=[CH:41][C:40](I)=[CH:39][CH:38]=1)[C:30]1[CH:35]=[CH:34][CH:33]=[CH:32][CH:31]=1.C(N(CC)CC)C. (9) Given the product [CH3:1][C:2]1[CH:3]=[C:4]([CH:5]=[CH:6][C:7]=1[N+:8]([O-:10])=[O:9])[CH:11]=[O:12], predict the reactants needed to synthesize it. The reactants are: [CH3:1][C:2]1[CH:3]=[C:4]([CH2:11][OH:12])[CH:5]=[CH:6][C:7]=1[N+:8]([O-:10])=[O:9].[Cr](Cl)([O-])(=O)=O.[NH+]1C=CC=CC=1.